Task: Binary Classification. Given a drug SMILES string, predict its activity (active/inactive) in a high-throughput screening assay against a specified biological target.. Dataset: Tyrosyl-DNA phosphodiesterase HTS with 341,365 compounds (1) The compound is Clc1c2c(sc1C(=O)NC(=S)OCCCC)cccc2. The result is 0 (inactive). (2) The drug is S(O)(=O)(=O)c1c(n(nc1C)c1ccccc1)C. The result is 1 (active). (3) The molecule is Clc1ccc(S(=O)(=O)NC2C(N(CC)CC)CCCC2)cc1. The result is 0 (inactive). (4) The compound is S(C1CC(=O)N(C1=O)c1c2c(ccc1)cccc2)c1c(cccc1)C(O)=O. The result is 0 (inactive).